Predict the reactants needed to synthesize the given product. From a dataset of Full USPTO retrosynthesis dataset with 1.9M reactions from patents (1976-2016). Given the product [NH2:15][C:12]1[CH:11]=[CH:10][C:9]([NH:8][C:1](=[O:3])[C:25]2[CH:29]=[CH:30][CH:31]=[CH:32][C:24]=2[F:23])=[CH:14][CH:13]=1, predict the reactants needed to synthesize it. The reactants are: [C:1]([NH:8][C:9]1[CH:14]=[CH:13][C:12]([NH2:15])=[CH:11][CH:10]=1)([O:3]C(C)(C)C)=O.C(N(CC)CC)C.[F:23][C:24]1[CH:32]=[CH:31][CH:30]=[CH:29][C:25]=1C(Cl)=O.